Dataset: Reaction yield outcomes from USPTO patents with 853,638 reactions. Task: Predict the reaction yield, written as a fraction of the theoretical maximum amount of product (1.0 means a 100% yield; for example, 0.34 means a 34% yield). The yield is 0.760. The reactants are C(OC([NH:8][C:9]1([C@H:12]2[CH2:16][N:15]([C@H](C3C=CC=CC=3)C)[CH2:14][C@H:13]2[F:25])[CH2:11][CH2:10]1)=O)(C)(C)C.[NH2:26][C:27]1[C:40]2[C:39](=[O:41])[C:38]([C:42]([OH:44])=[O:43])=[CH:37][N:32]3[C@@H:33]([CH3:36])[CH2:34][O:35][C:30]([C:31]=23)=[C:29](F)[C:28]=1[F:46].C(N(CC)CC)C. The product is [NH2:26][C:27]1[C:40]2[C:39](=[O:41])[C:38]([C:42]([OH:44])=[O:43])=[CH:37][N:32]3[C@@H:33]([CH3:36])[CH2:34][O:35][C:30]([C:31]=23)=[C:29]([N:15]2[CH2:16][C@H:12]([C:9]3([NH2:8])[CH2:11][CH2:10]3)[C@H:13]([F:25])[CH2:14]2)[C:28]=1[F:46]. The catalyst is C(O)C.[C].[Pd].CS(C)=O.